This data is from Catalyst prediction with 721,799 reactions and 888 catalyst types from USPTO. The task is: Predict which catalyst facilitates the given reaction. Reactant: C([O-])([O-])=O.[K+].[K+].S([O:12][CH3:13])(OC)(=O)=O.[CH3:14][C:15]1[CH:23]=[CH:22][CH:21]=[C:20]([CH3:24])[C:16]=1[C:17](O)=[O:18].O. Product: [CH3:14][C:15]1[CH:23]=[CH:22][CH:21]=[C:20]([CH3:24])[C:16]=1[C:17]([O:12][CH3:13])=[O:18]. The catalyst class is: 13.